This data is from CYP2C19 inhibition data for predicting drug metabolism from PubChem BioAssay. The task is: Regression/Classification. Given a drug SMILES string, predict its absorption, distribution, metabolism, or excretion properties. Task type varies by dataset: regression for continuous measurements (e.g., permeability, clearance, half-life) or binary classification for categorical outcomes (e.g., BBB penetration, CYP inhibition). Dataset: cyp2c19_veith. (1) The molecule is COc1ccccc1N1CCN(Cc2cc(=O)n3ccsc3n2)CC1. The result is 1 (inhibitor). (2) The drug is CN(Cc1ccco1)c1cc(-c2ccccc2C(F)(F)F)ncn1. The result is 1 (inhibitor). (3) The molecule is CCNc1ncc2nc(-c3ccc(OC)cc3)c(=O)n(CCOC)c2n1. The result is 0 (non-inhibitor). (4) The molecule is CNCCCCCCCCSc1nc(C(C)C)ccc1C(=O)c1cccs1.O=C(O)CC(=O)O. The result is 1 (inhibitor). (5) The drug is S=C(NCc1ccco1)N1CCN(C(c2ccccc2)c2ccccc2)CC1. The result is 1 (inhibitor). (6) The molecule is CCCCCCOC(=O)C(C#N)c1nc2ccccc2nc1N1CCN(CC)CC1. The result is 1 (inhibitor). (7) The molecule is CN1CCN(c2nc(-c3cccc(NS(C)(=O)=O)c3)nc3ccccc23)CC1. The result is 0 (non-inhibitor).